This data is from Reaction yield outcomes from USPTO patents with 853,638 reactions. The task is: Predict the reaction yield, written as a fraction of the theoretical maximum amount of product (1.0 means a 100% yield; for example, 0.34 means a 34% yield). (1) The reactants are [CH3:1][O:2][C:3]1[CH:4]=[C:5]2[C:10](=[CH:11][C:12]=1[O:13][CH3:14])[CH:9]=[C:8]([CH:15]=[O:16])[CH2:7][CH2:6]2.[OH-:17].[Na+]. The catalyst is CCO.O.[N+]([O-])([O-])=O.[Ag+]. The product is [CH3:1][O:2][C:3]1[CH:4]=[C:5]2[C:10](=[CH:11][C:12]=1[O:13][CH3:14])[CH:9]=[C:8]([C:15]([OH:17])=[O:16])[CH2:7][CH2:6]2. The yield is 0.770. (2) The yield is 0.870. The reactants are FC(F)(F)C(O[I:6]([C:14]1[CH:19]=[CH:18][CH:17]=[CH:16][CH:15]=1)OC(=O)C(F)(F)F)=O.II.C1([C:30]23[CH2:37][CH2:36][C:33]([C:38]([O:40][CH2:41][CH3:42])=[O:39])([CH2:34][CH2:35]2)[CH2:32][CH2:31]3)C=CC=CC=1.S([O-])([O-])(=O)=S.[Na+].[Na+]. The product is [I:6][C:14]1[CH:15]=[CH:16][C:17]([C:30]23[CH2:37][CH2:36][C:33]([C:38]([O:40][CH2:41][CH3:42])=[O:39])([CH2:32][CH2:31]2)[CH2:34][CH2:35]3)=[CH:18][CH:19]=1. The catalyst is C(Cl)(Cl)Cl. (3) The reactants are [CH3:1][N:2]1[C:6]([C:7]([OH:9])=O)=[CH:5][CH:4]=[N:3]1.O1CCCC1.S(Cl)(Cl)=O.[NH2:19][C:20]1[CH:21]=[C:22]([CH:39]=[CH:40][C:41]=1[Cl:42])[O:23][C:24]1[CH:25]=[CH:26][C:27]2[N:28]([N:30]=[C:31]([NH:33][C:34]([CH:36]3[CH2:38][CH2:37]3)=[O:35])[N:32]=2)[CH:29]=1. The catalyst is CN(C)C=O.CN(C)C(=O)C. The product is [Cl:42][C:41]1[CH:40]=[CH:39][C:22]([O:23][C:24]2[CH:25]=[CH:26][C:27]3[N:28]([N:30]=[C:31]([NH:33][C:34]([CH:36]4[CH2:38][CH2:37]4)=[O:35])[N:32]=3)[CH:29]=2)=[CH:21][C:20]=1[NH:19][C:7]([C:6]1[N:2]([CH3:1])[N:3]=[CH:4][CH:5]=1)=[O:9]. The yield is 0.460. (4) The catalyst is CO.ClCCl. The yield is 0.670. The product is [ClH:22].[CH3:1][O:2][C:3](=[O:4])[CH:5]([NH2:6])[C:9]([C:10]1[CH:15]=[CH:14][C:13]([C:16]2[CH:21]=[CH:20][CH:19]=[CH:18][CH:17]=2)=[CH:12][CH:11]=1)=[O:8]. The reactants are [CH3:1][O:2][C:3]([C:5]1[N:6]=C[O:8][C:9]=1[C:10]1[CH:15]=[CH:14][C:13]([C:16]2[CH:21]=[CH:20][CH:19]=[CH:18][CH:17]=2)=[CH:12][CH:11]=1)=[O:4].[ClH:22]. (5) The reactants are Cl.Cl.[NH:3]1[C:11]2[C:6](=[CH:7][C:8]([C:12]3[C:20]4[C:19]([NH2:21])=[N:18][CH:17]=[N:16][C:15]=4[N:14]([CH3:22])[CH:13]=3)=[CH:9][CH:10]=2)[CH2:5][CH2:4]1.[F:23][C:24]1[CH:29]=[CH:28][C:27]([CH2:30][C:31](O)=[O:32])=[CH:26][C:25]=1[C:34]([F:37])([F:36])[F:35].CN(C(ON1N=NC2C=CC=NC1=2)=[N+](C)C)C.F[P-](F)(F)(F)(F)F.CCN(C(C)C)C(C)C. The catalyst is O. The product is [F:23][C:24]1[CH:29]=[CH:28][C:27]([CH2:30][C:31]([N:3]2[C:11]3[C:6](=[CH:7][C:8]([C:12]4[C:20]5[C:19]([NH2:21])=[N:18][CH:17]=[N:16][C:15]=5[N:14]([CH3:22])[CH:13]=4)=[CH:9][CH:10]=3)[CH2:5][CH2:4]2)=[O:32])=[CH:26][C:25]=1[C:34]([F:35])([F:36])[F:37]. The yield is 0.950. (6) The reactants are [CH3:1][O:2][C:3](=[O:14])[CH2:4][C:5]1[CH:10]=[C:9]([CH3:11])[C:8]([OH:12])=[C:7]([CH3:13])[CH:6]=1.[Cl:15][C:16]1[N:17]=[N:18][C:19](Cl)=[CH:20][C:21]=1[CH:22]([CH3:24])[CH3:23].C(=O)([O-])[O-].[K+].[K+].Cl. The catalyst is CS(C)=O.O.[Cu]I. The product is [CH3:1][O:2][C:3](=[O:14])[CH2:4][C:5]1[CH:6]=[C:7]([CH3:13])[C:8]([O:12][C:19]2[N:18]=[N:17][C:16]([Cl:15])=[C:21]([CH:22]([CH3:24])[CH3:23])[CH:20]=2)=[C:9]([CH3:11])[CH:10]=1. The yield is 0.670.